This data is from Full USPTO retrosynthesis dataset with 1.9M reactions from patents (1976-2016). The task is: Predict the reactants needed to synthesize the given product. (1) Given the product [CH:11]1[CH:10]=[C:9]2[C:8](=[O:13])[N:7]([CH:14]3[C:15](=[O:21])[NH:16][C:17](=[O:20])[CH2:18][CH2:19]3)[CH2:6][C:5]2=[C:4]([NH2:1])[CH:12]=1, predict the reactants needed to synthesize it. The reactants are: [N+:1]([C:4]1[CH:12]=[CH:11][CH:10]=[C:9]2[C:5]=1[CH2:6][N:7]([CH:14]1[CH2:19][CH2:18][C:17](=[O:20])[NH:16][C:15]1=[O:21])[C:8]2=[O:13])([O-])=O.O.CS(O)(=O)=O. (2) Given the product [CH2:1]([O:8][C:9]1[C:10]([C:21]([NH:31][CH2:30][C:29]2[CH:32]=[CH:33][C:26]([F:25])=[CH:27][CH:28]=2)=[O:22])=[N:11][N:12]2[CH2:17][CH:16]([CH3:18])[N:15]([CH3:19])[C:14](=[O:20])[C:13]=12)[C:2]1[CH:3]=[CH:4][CH:5]=[CH:6][CH:7]=1, predict the reactants needed to synthesize it. The reactants are: [CH2:1]([O:8][C:9]1[C:10]([C:21](OC)=[O:22])=[N:11][N:12]2[CH2:17][CH:16]([CH3:18])[N:15]([CH3:19])[C:14](=[O:20])[C:13]=12)[C:2]1[CH:7]=[CH:6][CH:5]=[CH:4][CH:3]=1.[F:25][C:26]1[CH:33]=[CH:32][C:29]([CH2:30][NH2:31])=[CH:28][CH:27]=1. (3) Given the product [CH3:30][C:29]([Si:26]([CH3:28])([CH3:27])[O:25][CH2:24][CH2:23][CH:7]([C:8](=[O:18])[CH2:9][CH2:10][C:11]1[CH:12]=[CH:13][C:14]([I:17])=[CH:15][CH:16]=1)[C:6]([O:5][C:1]([CH3:4])([CH3:2])[CH3:3])=[O:19])([CH3:32])[CH3:31], predict the reactants needed to synthesize it. The reactants are: [C:1]([O:5][C:6](=[O:19])[CH2:7][C:8](=[O:18])[CH2:9][CH2:10][C:11]1[CH:16]=[CH:15][C:14]([I:17])=[CH:13][CH:12]=1)([CH3:4])([CH3:3])[CH3:2].[H-].[Na+].Br[CH2:23][CH2:24][O:25][Si:26]([C:29]([CH3:32])([CH3:31])[CH3:30])([CH3:28])[CH3:27]. (4) Given the product [CH3:6][O:7][C:8]1[CH:13]=[CH:12][C:11]([N+:15]([O-:17])=[O:16])=[C:10]([CH:9]=1)[O:5][CH2:4][C@H:2]1[CH2:3][O:1]1, predict the reactants needed to synthesize it. The reactants are: [O:1]1[CH2:3][C@@H:2]1[CH2:4][OH:5].[CH3:6][O:7][C:8]1[CH:9]=[CH:10][C:11]([N+:15]([O-:17])=[O:16])=[C:12](O)[CH:13]=1.C1(P(C2C=CC=CC=2)C2C=CC=CC=2)C=CC=CC=1.CCOC(/N=N/C(OCC)=O)=O. (5) Given the product [NH2:8][C:5]1[CH:6]=[CH:7][C:2]([OH:21])=[C:3]([F:12])[C:4]=1[F:11], predict the reactants needed to synthesize it. The reactants are: F[C:2]1[CH:7]=[CH:6][C:5]([N+:8]([O-])=O)=[C:4]([F:11])[C:3]=1[F:12].NC1C(F)=CC([OH:21])=CC=1F.